From a dataset of Full USPTO retrosynthesis dataset with 1.9M reactions from patents (1976-2016). Predict the reactants needed to synthesize the given product. (1) Given the product [N:15]12[CH2:20][CH2:19][CH:18]([CH2:21][CH2:22]1)[C@@H:17]([NH:23][C:24]([C:26]1[O:27][C:28]3[CH:34]=[C:33]([C:7]4[CH:8]=[CH:9][C:4]([O:3][C:2]([F:14])([F:13])[F:1])=[CH:5][CH:6]=4)[CH:32]=[CH:31][C:29]=3[CH:30]=1)=[O:25])[CH2:16]2, predict the reactants needed to synthesize it. The reactants are: [F:1][C:2]([F:14])([F:13])[O:3][C:4]1[CH:9]=[CH:8][C:7](B(O)O)=[CH:6][CH:5]=1.[N:15]12[CH2:22][CH2:21][CH:18]([CH2:19][CH2:20]1)[C@@H:17]([NH:23][C:24]([C:26]1[O:27][C:28]3[CH:34]=[C:33](Br)[CH:32]=[CH:31][C:29]=3[CH:30]=1)=[O:25])[CH2:16]2.[OH-].[Na+]. (2) Given the product [C:1]([N:5]1[CH:9]=[C:8]([C:23]([OH:22])=[O:16])[CH:7]=[N:6]1)([CH3:2])([CH3:3])[CH3:4], predict the reactants needed to synthesize it. The reactants are: [C:1]([N:5]1[CH:9]=[CH:8][C:7](C(OCC)=O)=[N:6]1)([CH3:4])([CH3:3])[CH3:2].[Li+].[OH-:16].O.Cl.C1[CH2:23][O:22]CC1.CO.O. (3) Given the product [F:39][C:4]1[CH:5]=[C:6]([CH2:9][N:11]([CH2:22][C:23]2[N:24]=[C:25]3[CH:30]=[CH:29][CH:28]=[C:27]([N:31]4[CH2:36][CH2:35][N:34]([CH3:37])[CH2:33][CH2:32]4)[N:26]3[CH:38]=2)[C@@H:12]2[C:21]3[N:20]=[CH:19][CH:18]=[CH:17][C:16]=3[CH2:15][CH2:14][CH2:13]2)[CH:7]=[CH:8][CH:3]=1, predict the reactants needed to synthesize it. The reactants are: CO[C:3]1[CH:8]=[CH:7][C:6]([C@@H:9]([N:11]([CH2:22][C:23]2[N:24]=[C:25]3[CH:30]=[CH:29][CH:28]=[C:27]([N:31]4[CH2:36][CH2:35][N:34]([CH3:37])[CH2:33][CH2:32]4)[N:26]3[CH:38]=2)[C@@H:12]2[C:21]3[N:20]=[CH:19][CH:18]=[CH:17][C:16]=3[CH2:15][CH2:14][CH2:13]2)C)=[CH:5][CH:4]=1.[F:39]C1C=C(C=CC=1)C=O. (4) Given the product [C:5]12([C:3](=[O:4])[CH2:2][S:15][C:16]3[CH:24]=[CH:23][C:19]([C:20]([OH:22])=[O:21])=[CH:18][N:17]=3)[CH2:14][CH:9]3[CH2:10][CH:11]([CH2:13][CH:7]([CH2:8]3)[CH2:6]1)[CH2:12]2, predict the reactants needed to synthesize it. The reactants are: Br[CH2:2][C:3]([C:5]12[CH2:14][CH:9]3[CH2:10][CH:11]([CH2:13][CH:7]([CH2:8]3)[CH2:6]1)[CH2:12]2)=[O:4].[SH:15][C:16]1[CH:24]=[CH:23][C:19]([C:20]([OH:22])=[O:21])=[CH:18][N:17]=1.C(N(CC)CC)C.Cl. (5) Given the product [Cl:13][C:9]1[CH:8]=[C:7]([CH:12]=[CH:11][CH:10]=1)[C:6]([NH:5][CH2:4][C:3]1[CH:15]=[CH:16][C:17]([C:19]#[N:20])=[CH:18][C:2]=1[NH:1][CH2:22][C:23]1[CH:24]=[C:25]([CH:30]=[CH:31][CH:32]=1)[C:26]([OH:28])=[O:27])=[O:14], predict the reactants needed to synthesize it. The reactants are: [NH2:1][C:2]1[CH:18]=[C:17]([C:19]#[N:20])[CH:16]=[CH:15][C:3]=1[CH2:4][NH:5][C:6](=[O:14])[C:7]1[CH:12]=[CH:11][CH:10]=[C:9]([Cl:13])[CH:8]=1.Br[CH2:22][C:23]1[CH:24]=[C:25]([CH:30]=[CH:31][CH:32]=1)[C:26]([O:28]C)=[O:27]. (6) Given the product [CH2:1]([O:3][C:4](=[O:11])[C:5](=[N:15][O:14][CH3:13])[CH2:6][C:7](=[O:9])[CH3:8])[CH3:2], predict the reactants needed to synthesize it. The reactants are: [CH2:1]([O:3][C:4](=[O:11])[C:5](=O)[CH2:6][C:7](=[O:9])[CH3:8])[CH3:2].Cl.[CH3:13][O:14][NH2:15].S([O-])([O-])(=O)=O.[Na+].[Na+].